Dataset: Reaction yield outcomes from USPTO patents with 853,638 reactions. Task: Predict the reaction yield, written as a fraction of the theoretical maximum amount of product (1.0 means a 100% yield; for example, 0.34 means a 34% yield). (1) The reactants are [I:1][C:2]1[CH:3]=[C:4]2[C:8](=[CH:9][CH:10]=1)[NH:7][N:6]=[CH:5]2.F[B-](F)(F)F.[CH3:16][O+](C)C. The catalyst is CCOC(C)=O. The product is [I:1][C:2]1[CH:10]=[CH:9][C:8]2[C:4](=[CH:5][N:6]([CH3:16])[N:7]=2)[CH:3]=1. The yield is 0.680. (2) The reactants are [CH3:1][O:2][C:3]1[CH:8]=[CH:7][C:6]([NH2:9])=[CH:5][CH:4]=1.B(Cl)(Cl)Cl.ClCCl.[F:17][C:18]1[CH:19]=[C:20]([CH:23]=[CH:24][CH:25]=1)[C:21]#N.[Al+3].[Cl-].[Cl-].[Cl-].[OH2:30]. The catalyst is ClC1C=CC=CC=1. The product is [NH2:9][C:6]1[CH:7]=[CH:8][C:3]([O:2][CH3:1])=[CH:4][C:5]=1[C:21]([C:20]1[CH:23]=[CH:24][CH:25]=[C:18]([F:17])[CH:19]=1)=[O:30]. The yield is 0.230. (3) The reactants are [CH3:1][NH:2][C:3]1[CH:8]=[CH:7][C:6]([C:9]2[S:10][C:11]3[CH:17]=[C:16]([O:18]C)[CH:15]=[CH:14][C:12]=3[N:13]=2)=[CH:5][C:4]=1[I:20].B(Br)(Br)Br.O.C([O-])(O)=O.[Na+]. The catalyst is C(Cl)Cl. The product is [CH3:1][NH:2][C:3]1[CH:8]=[CH:7][C:6]([C:9]2[S:10][C:11]3[CH:17]=[C:16]([OH:18])[CH:15]=[CH:14][C:12]=3[N:13]=2)=[CH:5][C:4]=1[I:20]. The yield is 0.430. (4) The reactants are [F:1][C:2]1[CH:3]=[C:4]([N+:19]([O-:21])=[O:20])[C:5]([NH:9][C@H:10]([C:12]2[N:17]=[CH:16][C:15]([F:18])=[CH:14][N:13]=2)[CH3:11])=[N:6][C:7]=1F.[CH3:22][O:23][C:24]1[NH:28][N:27]=[C:26]([NH2:29])[CH:25]=1. No catalyst specified. The product is [F:1][C:2]1[C:7]([NH:29][C:26]2[CH:25]=[C:24]([O:23][CH3:22])[NH:28][N:27]=2)=[N:6][C:5]([NH:9][C@H:10]([C:12]2[N:17]=[CH:16][C:15]([F:18])=[CH:14][N:13]=2)[CH3:11])=[C:4]([N+:19]([O-:21])=[O:20])[CH:3]=1. The yield is 0.300. (5) The reactants are FC(F)(F)C(O)=O.C(OC(=O)[NH:14][C@H:15]([CH2:37][C:38]1[CH:43]=[CH:42][CH:41]=[C:40]([Cl:44])[CH:39]=1)[C:16]([N:18]1[CH2:23][CH2:22][N:21]([C:24](=[O:36])[C:25]2[CH:30]=[C:29]([F:31])[CH:28]=[CH:27][C:26]=2[C:32]([F:35])([F:34])[F:33])[CH2:20][CH2:19]1)=[O:17])(C)(C)C. The catalyst is C(Cl)Cl. The product is [NH2:14][C@H:15]([CH2:37][C:38]1[CH:43]=[CH:42][CH:41]=[C:40]([Cl:44])[CH:39]=1)[C:16]([N:18]1[CH2:23][CH2:22][N:21]([C:24](=[O:36])[C:25]2[CH:30]=[C:29]([F:31])[CH:28]=[CH:27][C:26]=2[C:32]([F:33])([F:34])[F:35])[CH2:20][CH2:19]1)=[O:17]. The yield is 0.600. (6) The reactants are CS(O[CH:6]1[CH2:11][CH2:10][CH:9]([NH:12][C:13](=[O:19])[O:14][C:15]([CH3:18])([CH3:17])[CH3:16])[CH2:8][CH2:7]1)(=O)=O.[CH3:20][C:21]1[O:25][C:24]([C:26]2[CH:35]=[CH:34][C:29]([C:30]([O:32][CH3:33])=[O:31])=[CH:28][CH:27]=2)=[N:23][C:22]=1[CH2:36][SH:37].C(=O)([O-])[O-].[Cs+].[Cs+].O. The catalyst is CN(C)C=O. The product is [C:15]([O:14][C:13]([NH:12][CH:9]1[CH2:8][CH2:7][CH:6]([S:37][CH2:36][C:22]2[N:23]=[C:24]([C:26]3[CH:35]=[CH:34][C:29]([C:30]([O:32][CH3:33])=[O:31])=[CH:28][CH:27]=3)[O:25][C:21]=2[CH3:20])[CH2:11][CH2:10]1)=[O:19])([CH3:16])([CH3:17])[CH3:18]. The yield is 0.270. (7) The reactants are [CH3:1][O:2][C:3]1[CH:8]=[C:7]([O:9][CH3:10])[CH:6]=[CH:5][C:4]=1/[C:11](/[NH:17][CH2:18][CH2:19][OH:20])=[CH:12]/[C:13]([O:15]C)=O.C[Si]([N:25]=[C:26]=[S:27])(C)C.O. The catalyst is CC1OCCC1.CN(C=O)C. The product is [CH3:1][O:2][C:3]1[CH:8]=[C:7]([O:9][CH3:10])[CH:6]=[CH:5][C:4]=1[C:11]1[N:17]([CH2:18][CH2:19][OH:20])[C:26](=[S:27])[NH:25][C:13](=[O:15])[CH:12]=1. The yield is 0.610.